Dataset: Forward reaction prediction with 1.9M reactions from USPTO patents (1976-2016). Task: Predict the product of the given reaction. (1) Given the reactants [CH3:1][S:2][CH2:3][C:4]1[CH:9]=[CH:8][N:7]=[C:6]([NH2:10])[CH:5]=1.Cl[C:12]1[CH:17]=[C:16]([C:18]2[C:26]3[O:25][CH:24]=[CH:23][C:22]=3[C:21]([F:27])=[CH:20][CH:19]=2)[C:15]([F:28])=[CH:14][N:13]=1.C1(P(C2CCCCC2)C2C=CC=CC=2C2C(C(C)C)=CC(C(C)C)=CC=2C(C)C)CCCCC1.P([O-])([O-])([O-])=O.[K+].[K+].[K+], predict the reaction product. The product is: [F:28][C:15]1[C:16]([C:18]2[C:26]3[O:25][CH:24]=[CH:23][C:22]=3[C:21]([F:27])=[CH:20][CH:19]=2)=[CH:17][C:12]([NH:10][C:6]2[CH:5]=[C:4]([CH2:3][S:2][CH3:1])[CH:9]=[CH:8][N:7]=2)=[N:13][CH:14]=1. (2) Given the reactants C1(C)C(S([C:10]2[CH:11]=[C:12]([NH2:19])[C:13](=[CH:17][CH:18]=2)[C:14]([OH:16])=O)(=O)=O)=CC=CC=1.P(Cl)(Cl)(Cl)(Cl)Cl.[Cl-].[Al+3].[Cl-].[Cl-].Cl, predict the reaction product. The product is: [NH2:19][C:12]1[CH:11]=[CH:10][CH:18]=[CH:17][C:13]=1[C:14]([C:10]1[CH:11]=[CH:12][CH:13]=[CH:17][CH:18]=1)=[O:16]. (3) Given the reactants [Cl:1][C:2]1[CH:10]=[C:9]2[C:5]([C:6]([C:20]([OH:22])=O)=[CH:7][N:8]2[CH2:11][C:12]2[CH:17]=[C:16]([F:18])[CH:15]=[C:14]([F:19])[CH:13]=2)=[CH:4][CH:3]=1.C(Cl)(=O)C(Cl)=O.[NH:29]1[CH2:34][CH2:33][CH:32]([N:35]2[C:43]3[C:38](=[CH:39][CH:40]=[CH:41][CH:42]=3)[CH2:37][C:36]2=[O:44])[CH2:31][CH2:30]1.C(N(CC)CC)C, predict the reaction product. The product is: [Cl:1][C:2]1[CH:10]=[C:9]2[C:5]([C:6]([C:20]([N:29]3[CH2:34][CH2:33][CH:32]([N:35]4[C:43]5[C:38](=[CH:39][CH:40]=[CH:41][CH:42]=5)[CH2:37][C:36]4=[O:44])[CH2:31][CH2:30]3)=[O:22])=[CH:7][N:8]2[CH2:11][C:12]2[CH:17]=[C:16]([F:18])[CH:15]=[C:14]([F:19])[CH:13]=2)=[CH:4][CH:3]=1. (4) Given the reactants [CH:1]([C:3]1[CH:8]=[CH:7][CH:6]=[CH:5][C:4]=1[C:9]1[CH:14]=[CH:13][C:12]([C:15]([N:17]2[C:23]3[CH:24]=[CH:25][CH:26]=[CH:27][C:22]=3[CH2:21][N:20]3[C:28]([C:31]([NH:33][CH2:34][C:35]4[CH:36]=[N:37][CH:38]=[CH:39][CH:40]=4)=[O:32])=[CH:29][CH:30]=[C:19]3[CH2:18]2)=[O:16])=[CH:11][CH:10]=1)=[O:2].[BH4-].[Na+].Cl, predict the reaction product. The product is: [OH:2][CH2:1][C:3]1[CH:8]=[CH:7][CH:6]=[CH:5][C:4]=1[C:9]1[CH:10]=[CH:11][C:12]([C:15]([N:17]2[C:23]3[CH:24]=[CH:25][CH:26]=[CH:27][C:22]=3[CH2:21][N:20]3[C:28]([C:31]([NH:33][CH2:34][C:35]4[CH:36]=[N:37][CH:38]=[CH:39][CH:40]=4)=[O:32])=[CH:29][CH:30]=[C:19]3[CH2:18]2)=[O:16])=[CH:13][CH:14]=1. (5) Given the reactants [NH2:1][C:2]1[CH:3]=[C:4]([C:8]2[O:9][C:10]3[CH:16]=[C:15]([C:17]([OH:19])=[O:18])[CH:14]=[CH:13][C:11]=3[N:12]=2)[CH:5]=[CH:6][CH:7]=1.[CH:20]1[C:25]([C:26]([OH:28])=[O:27])=[CH:24][C:23]2[C:29]([O:31][C:32](=O)[C:22]=2[CH:21]=1)=[O:30], predict the reaction product. The product is: [C:26]([C:25]1[CH:24]=[C:23]2[C:22](=[CH:21][CH:20]=1)[C:32](=[O:31])[N:1]([C:2]1[CH:3]=[C:4]([C:8]3[O:9][C:10]4[CH:16]=[C:15]([C:17]([OH:19])=[O:18])[CH:14]=[CH:13][C:11]=4[N:12]=3)[CH:5]=[CH:6][CH:7]=1)[C:29]2=[O:30])([OH:28])=[O:27]. (6) The product is: [Cl:1][C:2]1[CH:3]=[CH:4][C:5]([C:8]2[S:9][C:10]([CH:13]([O:15][C:19]3[CH:25]4[CH2:26][CH:22]([CH2:23][CH2:24]4)[C:21](=[O:27])[CH:20]=3)[CH3:14])=[CH:11][N:12]=2)=[CH:6][CH:7]=1. Given the reactants [Cl:1][C:2]1[CH:7]=[CH:6][C:5]([C:8]2[S:9][C:10]([CH:13]([OH:15])[CH3:14])=[CH:11][N:12]=2)=[CH:4][CH:3]=1.[H-].[Na+].Cl[C:19]1[CH:25]2[CH2:26][CH:22]([CH2:23][CH2:24]2)[C:21](=[O:27])[CH:20]=1, predict the reaction product. (7) Given the reactants [H-].[H-].[H-].[H-].[Li+].[Al+3].[F:7][C:8]1[CH:13]=[CH:12][C:11]([C:14]2[N:15]=[C:16](/[CH:24]=[CH:25]/[C:26]3[CH:31]=[CH:30][C:29]([N:32]4[CH:36]=[C:35]([CH3:37])[N:34]=[CH:33]4)=[C:28]([O:38][CH3:39])[CH:27]=3)[N:17]3[CH2:22][CH2:21][O:20][C:19](=[O:23])[C:18]=23)=[CH:10][CH:9]=1.C(OCC)(=O)C.O.C(=O)(O)[O-].[Na+], predict the reaction product. The product is: [F:7][C:8]1[CH:9]=[CH:10][C:11]([C:14]2[N:15]=[C:16](/[CH:24]=[CH:25]/[C:26]3[CH:31]=[CH:30][C:29]([N:32]4[CH:36]=[C:35]([CH3:37])[N:34]=[CH:33]4)=[C:28]([O:38][CH3:39])[CH:27]=3)[N:17]([CH2:22][CH2:21][OH:20])[C:18]=2[CH2:19][OH:23])=[CH:12][CH:13]=1. (8) Given the reactants [CH3:1][N:2]([CH3:15])[C:3]([N:5]1[CH2:9][CH:8]2[CH2:10][CH:11]([C:13]#[N:14])[CH2:12][CH:7]2[CH2:6]1)=[O:4].[CH2:16](I)[CH3:17].C[Si](C)(C)[N-][Si](C)(C)C.[Li+], predict the reaction product. The product is: [CH3:1][N:2]([CH3:15])[C:3]([N:5]1[CH2:9][CH:8]2[CH2:10][C:11]([C:13]#[N:14])([CH2:16][CH3:17])[CH2:12][CH:7]2[CH2:6]1)=[O:4].